Dataset: Forward reaction prediction with 1.9M reactions from USPTO patents (1976-2016). Task: Predict the product of the given reaction. (1) Given the reactants [CH:1]([C:3]1[CH:4]=[C:5]([CH:10]=[CH:11][CH:12]=1)[C:6]([O:8][CH3:9])=[O:7])=O.[CH2:13]([OH:16])[CH2:14][OH:15].O.C1(C)C=CC(S(O)(=O)=O)=CC=1, predict the reaction product. The product is: [O:15]1[CH2:14][CH2:13][O:16][CH:1]1[C:3]1[CH:4]=[C:5]([CH:10]=[CH:11][CH:12]=1)[C:6]([O:8][CH3:9])=[O:7]. (2) Given the reactants [Si:1]([O:8][CH:9]1[CH2:12][N:11]([C:13]2[CH:18]=[CH:17][C:16]([N:19]3[CH2:23][C@H:22]([CH2:24][OH:25])[O:21][C:20]3=[O:26])=[CH:15][C:14]=2[F:27])[CH2:10]1)([C:4]([CH3:7])([CH3:6])[CH3:5])([CH3:3])[CH3:2].O[C:29]1[CH:33]=[CH:32][O:31][N:30]=1.C(P(CCCC)CCCC)CCC.N(C(N1CCCCC1)=O)=NC(N1CCCCC1)=O, predict the reaction product. The product is: [Si:1]([O:8][CH:9]1[CH2:10][N:11]([C:13]2[CH:18]=[CH:17][C:16]([N:19]3[CH2:23][C@H:22]([CH2:24][O:25][C:29]4[CH:33]=[CH:32][O:31][N:30]=4)[O:21][C:20]3=[O:26])=[CH:15][C:14]=2[F:27])[CH2:12]1)([C:4]([CH3:7])([CH3:5])[CH3:6])([CH3:3])[CH3:2]. (3) Given the reactants [OH:1][C:2]1[C:19]2[CH2:18][C@@:17]([OH:24])([C:20](=[O:23])[CH2:21][OH:22])[CH2:16][C@H:15]([O:25][C@@H:26]3[O:40][C@@H:39]([CH3:41])[C@H:29]4[O:30][C@H:31]5[N:36]([C@H:28]4[CH2:27]3)[CH2:35][CH2:34][O:33][C@@H:32]5[O:37][CH3:38])[C:14]=2[C:13]([OH:42])=[C:12]2[C:3]=1[C:4](=[O:46])[C:5]1[CH:6]=[CH:7][CH:8]=[C:9]([O:44][CH3:45])[C:10]=1[C:11]2=[O:43].[CH2:47]([O:49][C:50](=[O:59])[CH2:51][O:52][C:53]1[CH2:58][CH2:57][CH2:56][CH2:55][CH:54]=1)[CH3:48].O.C1(C)C=CC(S(O)(=O)=O)=CC=1.C(=O)(O)[O-].[Na+], predict the reaction product. The product is: [O:23]=[C:20]([C@@:17]1([OH:24])[CH2:16][C@H:15]([O:25][C@@H:26]2[O:40][C@@H:39]([CH3:41])[C@H:29]3[O:30][C@H:31]4[N:36]([C@H:28]3[CH2:27]2)[CH2:35][CH2:34][O:33][C@@H:32]4[O:37][CH3:38])[C:14]2[C:19](=[C:2]([OH:1])[C:3]3[C:4](=[O:46])[C:5]4[C:10]([C:11](=[O:43])[C:12]=3[C:13]=2[OH:42])=[C:9]([O:44][CH3:45])[CH:8]=[CH:7][CH:6]=4)[CH2:18]1)[CH2:21][O:22][C:53]1([O:52][CH2:51][C:50]([O:49][CH2:47][CH3:48])=[O:59])[CH2:58][CH2:57][CH2:56][CH2:55][CH2:54]1.